This data is from Retrosynthesis with 50K atom-mapped reactions and 10 reaction types from USPTO. The task is: Predict the reactants needed to synthesize the given product. (1) Given the product CCC1(COCCCCO)COC1, predict the reactants needed to synthesize it. The reactants are: CCC1(COS(C)(=O)=O)COC1.OCCCCO. (2) The reactants are: CN(CCO)c1ccc(N)cn1.O=C(Cl)Oc1ccccc1. Given the product CN(CCO)c1ccc(NC(=O)Oc2ccccc2)cn1, predict the reactants needed to synthesize it. (3) The reactants are: CC(C)O.CCOC(=O)c1c(C)nc2c(ncn2CC)c1Cl. Given the product CCOC(=O)c1c(C)nc2c(ncn2CC)c1OC(C)C, predict the reactants needed to synthesize it. (4) Given the product O=C1c2ccc3ccccc3c2CCC1CNCCc1ccccc1, predict the reactants needed to synthesize it. The reactants are: C=O.NCCc1ccccc1.O=C1CCCc2c1ccc1ccccc21. (5) Given the product Cc1c(COc2ccc(Cl)cc2)cc(-c2ccc(S(C)(=O)=O)cc2)n1-c1ccc(F)cc1, predict the reactants needed to synthesize it. The reactants are: Cc1c(CO)cc(-c2ccc(S(C)(=O)=O)cc2)n1-c1ccc(F)cc1.Oc1ccc(Cl)cc1. (6) Given the product NS(=O)(=O)c1ccccc1S(=O)(=O)NC(=O)c1ccc(Br)c(CO)c1, predict the reactants needed to synthesize it. The reactants are: NS(=O)(=O)c1ccccc1S(N)(=O)=O.O=C(O)c1ccc(Br)c(CO)c1.